This data is from Full USPTO retrosynthesis dataset with 1.9M reactions from patents (1976-2016). The task is: Predict the reactants needed to synthesize the given product. (1) Given the product [N+:1]([C:4]1[CH:5]=[C:6]([CH:9]=[CH:10][CH:11]=1)[CH2:7][N:12]1[CH2:16][CH2:15][CH2:14][CH2:13]1)([O-:3])=[O:2], predict the reactants needed to synthesize it. The reactants are: [N+:1]([C:4]1[CH:5]=[C:6]([CH:9]=[CH:10][CH:11]=1)[CH2:7]Br)([O-:3])=[O:2].[NH:12]1[CH2:16][CH2:15][CH2:14][CH2:13]1. (2) Given the product [CH3:1][O:2][C:3]1[CH:8]=[CH:7][C:6]([C:9]2[O:13][C:12]([CH3:14])=[C:11]([CH:15]([NH:20][C:21]3[CH:22]=[CH:23][C:24]([C:25]([N:32]([CH3:31])[CH2:33][CH2:34][C:35]([OH:37])=[O:36])=[O:26])=[CH:28][CH:29]=3)[CH2:16][CH:17]([CH3:18])[CH3:19])[CH:10]=2)=[C:5]([CH3:41])[CH:30]=1, predict the reactants needed to synthesize it. The reactants are: [CH3:1][O:2][C:3]1[CH:8]=[CH:7][C:6]([C:9]2[O:13][C:12]([CH3:14])=[C:11]([CH:15]([NH:20][C:21]3[CH:29]=[CH:28][C:24]([C:25](O)=[O:26])=[CH:23][CH:22]=3)[CH2:16][CH:17]([CH3:19])[CH3:18])[CH:10]=2)=[C:5]([CH3:30])C=1.[CH3:31][NH:32][CH2:33][CH2:34][C:35]([O:37]CC)=[O:36].Cl.[CH2:41](N=C=NCCCN(C)C)C.O.OC1C2N=NNC=2C=CC=1. (3) Given the product [N+:19]([C:14]1[CH:15]=[N:16][CH:17]=[CH:18][C:13]=1[CH:4]([C:3]([O:10][CH3:11])=[O:9])[C:5]([O:7][CH3:8])=[O:6])([O-:21])=[O:20], predict the reactants needed to synthesize it. The reactants are: [H-].[Na+].[C:3]([O:10][CH3:11])(=[O:9])[CH2:4][C:5]([O:7][CH3:8])=[O:6].Cl[C:13]1[CH:18]=[CH:17][N:16]=[CH:15][C:14]=1[N+:19]([O-:21])=[O:20].